Dataset: Peptide-MHC class II binding affinity with 134,281 pairs from IEDB. Task: Regression. Given a peptide amino acid sequence and an MHC pseudo amino acid sequence, predict their binding affinity value. This is MHC class II binding data. (1) The peptide sequence is FKCLSHISLSLVNSM. The MHC is DRB1_0101 with pseudo-sequence DRB1_0101. The binding affinity (normalized) is 0.857. (2) The peptide sequence is VSEALRIIAGTLEVH. The MHC is HLA-DPA10103-DPB10201 with pseudo-sequence HLA-DPA10103-DPB10201. The binding affinity (normalized) is 0.576. (3) The peptide sequence is GELQIVDKEDAAFKI. The MHC is DRB1_0802 with pseudo-sequence DRB1_0802. The binding affinity (normalized) is 0.458. (4) The binding affinity (normalized) is 0. The MHC is DRB4_0103 with pseudo-sequence DRB4_0103. The peptide sequence is ERLAVMGDTAWDFSS. (5) The peptide sequence is DKGILTVSVAVSEGK. The MHC is DRB1_1501 with pseudo-sequence DRB1_1501. The binding affinity (normalized) is 0.302. (6) The MHC is HLA-DQA10501-DQB10301 with pseudo-sequence HLA-DQA10501-DQB10301. The binding affinity (normalized) is 0.339. The peptide sequence is GTVVLTATFALGAAL. (7) The peptide sequence is SPEIKEEFVKIVQKRG. The MHC is DRB1_0101 with pseudo-sequence DRB1_0101. The binding affinity (normalized) is 0.595. (8) The peptide sequence is IAATAANAAPTNDKF. The MHC is DRB1_0701 with pseudo-sequence DRB1_0701. The binding affinity (normalized) is 0.429. (9) The peptide sequence is SELYLYKVVKIEPLGVAP. The MHC is DRB1_0701 with pseudo-sequence DRB1_0701. The binding affinity (normalized) is 0.719.